This data is from Forward reaction prediction with 1.9M reactions from USPTO patents (1976-2016). The task is: Predict the product of the given reaction. (1) Given the reactants Cl.[N:2]12[CH2:9][CH2:8][CH:5]([CH2:6][CH2:7]1)[CH:4]([C:10]([OH:12])=[O:11])[CH2:3]2.C(Cl)CCl.C1C=CC2N(O)N=NC=2C=1.[C:27]1([CH:33](O)[CH2:34][C:35]2[CH:40]=[CH:39][CH:38]=[CH:37][CH:36]=2)[CH:32]=[CH:31][CH:30]=[CH:29][CH:28]=1, predict the reaction product. The product is: [N:2]12[CH2:9][CH2:8][CH:5]([CH2:6][CH2:7]1)[CH:4]([C:10]([O:12][CH:33]([C:27]1[CH:32]=[CH:31][CH:30]=[CH:29][CH:28]=1)[CH2:34][C:35]1[CH:40]=[CH:39][CH:38]=[CH:37][CH:36]=1)=[O:11])[CH2:3]2. (2) Given the reactants [F:1][CH2:2][C@H:3]1[CH2:7][N:6]([C@@H:8]([C:10]2[CH:15]=[CH:14][CH:13]=[CH:12][CH:11]=2)[CH3:9])[C:5](=[O:16])[C@:4]1([CH3:22])[C:17]([O:19][CH2:20][CH3:21])=[O:18].IC.C[Si]([N-][Si](C)(C)C)(C)C.[K+].[Cl-].[NH4+], predict the reaction product. The product is: [F:1][CH2:2][C@H:3]1[CH2:7][N:6]([C@@H:8]([C:10]2[CH:11]=[CH:12][CH:13]=[CH:14][CH:15]=2)[CH3:9])[C:5](=[O:16])[C@@:4]1([CH3:22])[C:17]([O:19][CH2:20][CH3:21])=[O:18]. (3) Given the reactants Cl[C:2]1[C:11]([N+:12]([O-:14])=[O:13])=[CH:10][C:5]([C:6]([O:8][CH3:9])=[O:7])=[CH:4][N:3]=1.[CH:15]([NH:18][CH2:19][C:20]([O:22][CH2:23][CH3:24])=[O:21])([CH3:17])[CH3:16], predict the reaction product. The product is: [CH2:23]([O:22][C:20](=[O:21])[CH2:19][N:18]([CH:15]([CH3:17])[CH3:16])[C:2]1[C:11]([N+:12]([O-:14])=[O:13])=[CH:10][C:5]([C:6]([O:8][CH3:9])=[O:7])=[CH:4][N:3]=1)[CH3:24]. (4) Given the reactants Br[C:2]1[C:3]([N:22]([CH3:27])[S:23]([CH3:26])(=[O:25])=[O:24])=[CH:4][C:5]2[O:9][C:8]([C:10]3[CH:15]=[CH:14][C:13]([F:16])=[CH:12][CH:11]=3)=[C:7]([C:17]([NH:19][CH3:20])=[O:18])[C:6]=2[CH:21]=1.[O-]P([O-])([O-])=O.[K+].[K+].[K+].CC1(C)C(C)(C)OB([C:44]2[CH:45]=[C:46]([C:50]3[S:51][C:52]4[CH:58]=[CH:57][CH:56]=[CH:55][C:53]=4[N:54]=3)[CH:47]=[CH:48][CH:49]=2)O1, predict the reaction product. The product is: [S:51]1[C:52]2[CH:58]=[CH:57][CH:56]=[CH:55][C:53]=2[N:54]=[C:50]1[C:46]1[CH:45]=[C:44]([C:2]2[C:3]([N:22]([CH3:27])[S:23]([CH3:26])(=[O:24])=[O:25])=[CH:4][C:5]3[O:9][C:8]([C:10]4[CH:11]=[CH:12][C:13]([F:16])=[CH:14][CH:15]=4)=[C:7]([C:17]([NH:19][CH3:20])=[O:18])[C:6]=3[CH:21]=2)[CH:49]=[CH:48][CH:47]=1. (5) The product is: [CH2:14]([O:13][C:11]([C:10]1[O:17][C:7]([C:1]2[CH:2]=[CH:3][CH:4]=[CH:5][CH:6]=2)=[CH:8][N:9]=1)=[O:12])[CH3:15]. Given the reactants [C:1]1([C:7](=[O:17])[CH2:8][NH:9][C:10](=O)[C:11]([O:13][CH2:14][CH3:15])=[O:12])[CH:6]=[CH:5][CH:4]=[CH:3][CH:2]=1.O, predict the reaction product. (6) Given the reactants C(O)C.[CH3:4][C:5]([C:11]1[S:15][C:14]([CH:16]=[O:17])=[CH:13][CH:12]=1)([CH3:10])[CH2:6][CH2:7][CH2:8][CH3:9].[BH4-].[K+].Cl, predict the reaction product. The product is: [CH3:10][C:5]([C:11]1[S:15][C:14]([CH2:16][OH:17])=[CH:13][CH:12]=1)([CH3:4])[CH2:6][CH2:7][CH2:8][CH3:9].